This data is from Full USPTO retrosynthesis dataset with 1.9M reactions from patents (1976-2016). The task is: Predict the reactants needed to synthesize the given product. (1) Given the product [N:1]1[CH:6]=[CH:5][CH:4]=[C:3]([C:7]2[CH:8]=[C:9]3[CH2:15][CH2:14][N:13]([C:16]([NH2:24])=[O:23])[C:10]3=[N:11][CH:12]=2)[CH:2]=1, predict the reactants needed to synthesize it. The reactants are: [N:1]1[CH:6]=[CH:5][CH:4]=[C:3]([C:7]2[CH:8]=[C:9]3[CH2:15][CH2:14][NH:13][C:10]3=[N:11][CH:12]=2)[CH:2]=1.[C:16]([N:24]=C=O)(=[O:23])C1C=CC=CC=1.C([O-])([O-])=O.[K+].[K+].CS(C)=O. (2) Given the product [F:29][C:26]1[CH:27]=[CH:28][C:23]([C@:7]2([CH2:4][CH:5]=[O:1])[O:12][C:11](=[O:13])[N:10]([C@H:14]([C:16]3[CH:17]=[CH:18][C:19]([F:22])=[CH:20][CH:21]=3)[CH3:15])[CH2:9][CH2:8]2)=[CH:24][CH:25]=1, predict the reactants needed to synthesize it. The reactants are: [O:1]=[O+][O-].[CH2:4]([C@@:7]1([C:23]2[CH:28]=[CH:27][C:26]([F:29])=[CH:25][CH:24]=2)[O:12][C:11](=[O:13])[N:10]([C@H:14]([C:16]2[CH:21]=[CH:20][C:19]([F:22])=[CH:18][CH:17]=2)[CH3:15])[CH2:9][CH2:8]1)[CH:5]=C.C1C=CC(P(C2C=CC=CC=2)C2C=CC=CC=2)=CC=1. (3) Given the product [Cl:13][C:14]1[C:15]([C:16]#[N:17])=[CH:18][CH:19]=[C:20]2[C:21]=1[CH:22]=[CH:23][N:1]2[C@@H:2]([C:5]1[CH:6]=[N:7][CH:8]=[C:9]([C:10]#[N:11])[CH:12]=1)[CH2:3][CH3:4], predict the reactants needed to synthesize it. The reactants are: [NH2:1][C@@H:2]([C:5]1[CH:6]=[N:7][CH:8]=[C:9]([CH:12]=1)[C:10]#[N:11])[CH2:3][CH3:4].[Cl:13][C:14]1[C:21]([C:22]#[C:23][Si](C)(C)C)=[C:20](F)[CH:19]=[CH:18][C:15]=1[C:16]#[N:17].C([O-])([O-])=O.[K+].[K+].C([O-])(O)=O.[Na+]. (4) Given the product [Cl:1][C:2]1[C:3]([O:22][C@H:23]2[CH2:24][CH2:25][C@@H:26]([CH2:29][CH3:30])[CH2:27][CH2:28]2)=[CH:4][CH:5]=[C:6]2[C:11]=1[CH:10]=[C:9]([CH2:12][N:13]1[CH2:14][CH2:15][CH:16]([C:19]([OH:21])=[O:20])[CH2:17][CH2:18]1)[CH:8]=[CH:7]2, predict the reactants needed to synthesize it. The reactants are: [Cl:1][C:2]1[C:3]([O:22][C@H:23]2[CH2:28][CH2:27][C@@H:26]([CH2:29][CH3:30])[CH2:25][CH2:24]2)=[CH:4][CH:5]=[C:6]2[C:11]=1[CH:10]=[C:9]([CH2:12][N:13]1[CH2:18][CH2:17][CH:16]([C:19]([O-:21])=[O:20])[CH2:15][CH2:14]1)[CH:8]=[CH:7]2.[OH-].[Na+].O.Cl. (5) Given the product [F:20][C:2]([F:1])([F:19])[C:3]([N:5]1[CH2:11][CH:10]([CH3:12])[C:9]2[CH:13]=[C:14]([Cl:21])[C:15]([O:17][CH3:18])=[CH:16][C:8]=2[CH2:7][CH2:6]1)=[O:4], predict the reactants needed to synthesize it. The reactants are: [F:1][C:2]([F:20])([F:19])[C:3]([N:5]1[CH2:11][CH:10]([CH3:12])[C:9]2[CH:13]=[CH:14][C:15]([O:17][CH3:18])=[CH:16][C:8]=2[CH2:7][CH2:6]1)=[O:4].[Cl:21]N1C(=O)CCC1=O. (6) Given the product [C:13]([O:16][C:17]([NH:1][CH2:2][CH2:3][O:4][CH2:5][CH2:6][C:7]([OH:9])=[O:8])=[O:18])([CH3:15])([CH3:14])[CH3:12], predict the reactants needed to synthesize it. The reactants are: [NH2:1][CH2:2][CH2:3][O:4][CH2:5][CH2:6][C:7]([OH:9])=[O:8].[OH-].[Na+].[CH3:12][C:13]([O:16][C:17](O[C:17]([O:16][C:13]([CH3:15])([CH3:14])[CH3:12])=[O:18])=[O:18])([CH3:15])[CH3:14].